From a dataset of Reaction yield outcomes from USPTO patents with 853,638 reactions. Predict the reaction yield, written as a fraction of the theoretical maximum amount of product (1.0 means a 100% yield; for example, 0.34 means a 34% yield). The reactants are [C:1]([N:4]1[C:8]([CH2:15][CH2:16][NH:17][S:18]([CH3:21])(=[O:20])=[O:19])([C:9]2[CH:14]=[CH:13][CH:12]=[CH:11][CH:10]=2)[S:7][C:6]([NH:22]C(=O)C(C2C=CC=CC=2)C)=[N:5]1)(=[O:3])[CH3:2].O.O.O.O.O.O.O.[Cl-].[Ce+3].[Cl-].[Cl-].[BH4-].[Na+]. No catalyst specified. The product is [C:1]([N:4]1[N:5]=[C:6]([NH2:22])[S:7][C:8]1([CH2:15][CH2:16][NH:17][S:18]([CH3:21])(=[O:19])=[O:20])[C:9]1[CH:14]=[CH:13][CH:12]=[CH:11][CH:10]=1)(=[O:3])[CH3:2]. The yield is 0.510.